This data is from Full USPTO retrosynthesis dataset with 1.9M reactions from patents (1976-2016). The task is: Predict the reactants needed to synthesize the given product. (1) Given the product [CH3:21][C:7]1[CH:6]=[C:5]([CH2:4][C:3]([OH:2])=[O:22])[CH:10]=[CH:9][C:8]=1[O:11][CH2:12][CH2:13][C@H:14]([O:16][C:31]1[CH:32]=[CH:33][C:34]([C:36]([F:38])([F:37])[F:39])=[CH:35][C:30]=1[O:29][C:24]1[CH:25]=[CH:26][CH:27]=[CH:28][C:23]=1[CH3:41])[CH3:15], predict the reactants needed to synthesize it. The reactants are: C[O:2][C:3](=[O:22])[CH2:4][C:5]1[CH:10]=[CH:9][C:8]([O:11][CH2:12][CH2:13][CH:14]([O:16]S(C)(=O)=O)[CH3:15])=[C:7]([CH3:21])[CH:6]=1.[C:23]1([CH3:41])[CH:28]=[CH:27][CH:26]=[CH:25][C:24]=1[O:29][C:30]1[CH:35]=[C:34]([C:36]([F:39])([F:38])[F:37])[CH:33]=[CH:32][C:31]=1O. (2) The reactants are: CN1CCOCC1.CN(C(ON1N=NC2C=CC=CC1=2)=[N+](C)C)C.[B-](F)(F)(F)F.[F:30][C:31]1[CH:36]=[CH:35][C:34]([N:37]2[C:40](=[O:41])[C@H:39]([S:42][CH2:43][C:44]([C:46]3[CH:51]=[CH:50][C:49]([F:52])=[CH:48][CH:47]=3)=[O:45])[C@H:38]2[C:53]2[CH:67]=[CH:66][C:56]([O:57][CH2:58][C:59]([NH:61][CH2:62][C:63](O)=[O:64])=[O:60])=[CH:55][CH:54]=2)=[CH:33][CH:32]=1.[NH2:68][C:69]1([C:72]([OH:74])=[O:73])[CH2:71][CH2:70]1.[BH4-].[Na+]. Given the product [F:30][C:31]1[CH:32]=[CH:33][C:34]([N:37]2[C:40](=[O:41])[C@H:39]([S:42][CH2:43][CH:44]([C:46]3[CH:47]=[CH:48][C:49]([F:52])=[CH:50][CH:51]=3)[OH:45])[C@H:38]2[C:53]2[CH:54]=[CH:55][C:56]([O:57][CH2:58][C:59]([NH:61][CH2:62][C:63]([NH:68][C:69]3([C:72]([OH:74])=[O:73])[CH2:71][CH2:70]3)=[O:64])=[O:60])=[CH:66][CH:67]=2)=[CH:35][CH:36]=1, predict the reactants needed to synthesize it. (3) Given the product [OH:3][CH2:4][C:6]1[C:7]([C:28]([F:29])([F:31])[F:30])=[N:8][N:9]([CH2:11][C:12]2[CH:13]=[C:14]3[C:18](=[CH:19][CH:20]=2)[CH:17]([NH:21][S:22]([CH:25]([CH3:27])[CH3:26])(=[O:24])=[O:23])[CH2:16][CH2:15]3)[CH:10]=1, predict the reactants needed to synthesize it. The reactants are: C([O:3][C:4]([C:6]1[C:7]([C:28]([F:31])([F:30])[F:29])=[N:8][N:9]([CH2:11][C:12]2[CH:13]=[C:14]3[C:18](=[CH:19][CH:20]=2)[CH:17]([NH:21][S:22]([CH:25]([CH3:27])[CH3:26])(=[O:24])=[O:23])[CH2:16][CH2:15]3)[CH:10]=1)=O)C.[H-].C([Al+]CC(C)C)C(C)C. (4) Given the product [Cl:1][C:2]1[CH:7]=[CH:6][C:5]([C:8]2[N:24]3[C:11]([CH2:12][C:13]4[C:21]5[CH:20]=[CH:19][CH:18]=[CH:17][C:16]=5[N:15]([CH3:22])[C:14]=4[CH2:23]3)=[C:10]([CH2:25][OH:26])[C:9]=2[CH2:29][OH:30])=[CH:4][CH:3]=1, predict the reactants needed to synthesize it. The reactants are: [Cl:1][C:2]1[CH:7]=[CH:6][C:5]([C:8]2[N:24]3[C:11]([CH2:12][C:13]4[C:21]5[CH:20]=[CH:19][CH:18]=[CH:17][C:16]=5[N:15]([CH3:22])[C:14]=4[CH2:23]3)=[C:10]([C:25](OC)=[O:26])[C:9]=2[C:29](OC)=[O:30])=[CH:4][CH:3]=1.[H-].[H-].[H-].[H-].[Li+].[Al+3].